From a dataset of Reaction yield outcomes from USPTO patents with 853,638 reactions. Predict the reaction yield, written as a fraction of the theoretical maximum amount of product (1.0 means a 100% yield; for example, 0.34 means a 34% yield). (1) The reactants are [CH3:1][Si](C)(C)[N-][Si](C)(C)C.[Li+].[CH:11]1([C:14]2[C:15]([O:28][CH2:29][C:30]3([CH3:37])[CH2:35][CH2:34][C:33](=O)[CH2:32][CH2:31]3)=[CH:16][C:17]([F:27])=[C:18]([CH:26]=2)[C:19]([O:21][C:22]([CH3:25])([CH3:24])[CH3:23])=[O:20])[CH2:13][CH2:12]1. The catalyst is [Br-].C[P+](C1C=CC=CC=1)(C1C=CC=CC=1)C1C=CC=CC=1.O1CCCC1. The product is [CH:11]1([C:14]2[C:15]([O:28][CH2:29][C:30]3([CH3:37])[CH2:35][CH2:34][C:33](=[CH2:1])[CH2:32][CH2:31]3)=[CH:16][C:17]([F:27])=[C:18]([CH:26]=2)[C:19]([O:21][C:22]([CH3:24])([CH3:23])[CH3:25])=[O:20])[CH2:13][CH2:12]1. The yield is 0.820. (2) The reactants are [CH3:1][S:2]([O:5][CH:6]([CH3:41])[CH2:7][N:8]([CH2:33][CH:34]([O:36][S:37]([CH3:40])(=[O:39])=[O:38])[CH3:35])[C:9]1[C:14]([C:15]([NH:17][CH2:18][CH2:19][O:20]C2CCCCO2)=[O:16])=[CH:13][C:12]([N+:27]([O-:29])=[O:28])=[CH:11][C:10]=1[N+:30]([O-:32])=[O:31])(=[O:4])=[O:3].Cl. The catalyst is C1COCC1.O. The product is [CH3:40][S:37]([O:36][CH:34]([CH3:35])[CH2:33][N:8]([CH2:7][CH:6]([O:5][S:2]([CH3:1])(=[O:3])=[O:4])[CH3:41])[C:9]1[C:10]([N+:30]([O-:32])=[O:31])=[CH:11][C:12]([N+:27]([O-:29])=[O:28])=[CH:13][C:14]=1[C:15]([NH:17][CH2:18][CH2:19][OH:20])=[O:16])(=[O:39])=[O:38]. The yield is 0.370. (3) The reactants are [S:1]1[C:5]2[CH:6]=[CH:7][CH:8]=[CH:9][C:4]=2[N:3]=[C:2]1[NH:10][C@@H:11]1[CH2:14][C@H:13]([NH:15][C:16](=[O:27])[C:17]([C:20]2[C:25](Cl)=[N:24][CH:23]=[CH:22][N:21]=2)([CH3:19])[CH3:18])[CH2:12]1.CC(C)([O-])C.[Na+]. The catalyst is CC(OC1C=CC=C(OC(C)C)C=1C1C(P(C2CCCCC2)C2CCCCC2)=CC=CC=1)C.CC(OC)(C)C.C1C=[C-]C(CCN)=CC=1.Cl[Pd+].O1CCOCC1. The product is [S:1]1[C:5]2[CH:6]=[CH:7][CH:8]=[CH:9][C:4]=2[N:3]=[C:2]1[NH:10][C@@H:11]1[CH2:14][C@H:13]([N:15]2[C:25]3=[N:24][CH:23]=[CH:22][N:21]=[C:20]3[C:17]([CH3:19])([CH3:18])[C:16]2=[O:27])[CH2:12]1. The yield is 0.481. (4) The catalyst is CS(C)=O.C1C=CC(P(C2C=CC=CC=2)[C-]2C=CC=C2)=CC=1.C1C=CC(P(C2C=CC=CC=2)[C-]2C=CC=C2)=CC=1.Cl[Pd]Cl.[Fe+2]. The product is [CH3:19][C:14]1([CH3:20])[C:15]([CH3:18])([CH3:17])[O:16][B:12]([C:2]2[CH:7]=[CH:6][C:5]([NH:8][CH2:9][CH2:10][OH:11])=[CH:4][CH:3]=2)[O:13]1. The yield is 0.500. The reactants are I[C:2]1[CH:7]=[CH:6][C:5]([NH:8][CH2:9][CH2:10][OH:11])=[CH:4][CH:3]=1.[B:12]1([B:12]2[O:16][C:15]([CH3:18])([CH3:17])[C:14]([CH3:20])([CH3:19])[O:13]2)[O:16][C:15]([CH3:18])([CH3:17])[C:14]([CH3:20])([CH3:19])[O:13]1.C([O-])(=O)C.[K+]. (5) The reactants are Br[C:2]1[CH:7]=[CH:6][C:5]([C:8]2[N:9]=[CH:10][S:11][CH:12]=2)=[C:4]([CH2:13][CH3:14])[CH:3]=1.C([Sn](CCCC)(CCCC)[C:20]([O:22]CC)=[CH2:21])CCC.[Cl-].[Li+]. The catalyst is O1CCOCC1.C(OCC)(=O)C.C1C=CC([P]([Pd]([P](C2C=CC=CC=2)(C2C=CC=CC=2)C2C=CC=CC=2)([P](C2C=CC=CC=2)(C2C=CC=CC=2)C2C=CC=CC=2)[P](C2C=CC=CC=2)(C2C=CC=CC=2)C2C=CC=CC=2)(C2C=CC=CC=2)C2C=CC=CC=2)=CC=1. The product is [CH2:13]([C:4]1[CH:3]=[C:2]([C:20](=[O:22])[CH3:21])[CH:7]=[CH:6][C:5]=1[C:8]1[N:9]=[CH:10][S:11][CH:12]=1)[CH3:14]. The yield is 0.740. (6) The reactants are [CH2:1]([O:3][C:4]([C:6]1[C:7]([CH2:18]Br)=[C:8]2[C:13]([Cl:14])=[C:12]([C:15]#[N:16])[CH:11]=[N:10][N:9]2[CH:17]=1)=[O:5])[CH3:2].CO.[C:22]([O-])(O)=[O:23].[Na+]. The catalyst is C(Cl)Cl. The product is [CH2:1]([O:3][C:4]([C:6]1[C:7]([CH2:18][O:23][CH3:22])=[C:8]2[C:13]([Cl:14])=[C:12]([C:15]#[N:16])[CH:11]=[N:10][N:9]2[CH:17]=1)=[O:5])[CH3:2]. The yield is 0.980. (7) The reactants are [NH2:1][C:2]1[CH:7]=[CH:6][C:5]([OH:8])=[C:4]([Cl:9])[CH:3]=1.[CH3:10][N:11]1[C:15]([CH3:16])=[C:14]([C:17](O)=[O:18])[C:13](=[O:20])[N:12]1[C:21]1[CH:26]=[CH:25][CH:24]=[CH:23][CH:22]=1.CCN=C=NCCCN(C)C.C1C=NC2N(O)N=NC=2C=1. The catalyst is C(Cl)Cl. The product is [Cl:9][C:4]1[CH:3]=[C:2]([NH:1][C:17]([C:14]2[C:13](=[O:20])[N:12]([C:21]3[CH:22]=[CH:23][CH:24]=[CH:25][CH:26]=3)[N:11]([CH3:10])[C:15]=2[CH3:16])=[O:18])[CH:7]=[CH:6][C:5]=1[OH:8]. The yield is 0.721. (8) The yield is 0.600. The reactants are [CH2:1]([O:3][C:4](=[O:10])[CH2:5][CH:6]1[CH2:9][O:8][CH2:7]1)[CH3:2].C[Si](C)(C)[N-][Si](C)(C)C.[Na+].C1(S(N2C(C3C=CC=CC=3)O2)(=O)=[O:28])C=CC=CC=1.[Cl-].[NH4+].Cl. The catalyst is O1CCCC1.O. The product is [CH2:1]([O:3][C:4](=[O:10])[CH:5]([OH:28])[CH:6]1[CH2:9][O:8][CH2:7]1)[CH3:2]. (9) The reactants are Cl.[NH:2]1[CH2:6][CH2:5][CH:4]([OH:7])[CH2:3]1.[Br:8][C:9]1[CH:10]=[C:11]([N:15]2[C:23]3[C:18](=[CH:19][C:20]([CH2:24]Cl)=[CH:21][CH:22]=3)[C:17]([C:26]([O:28][CH3:29])=[O:27])=[N:16]2)[CH:12]=[CH:13][CH:14]=1.C(N(CC)CC)C. The catalyst is ClCCl. The product is [Br:8][C:9]1[CH:10]=[C:11]([N:15]2[C:23]3[C:18](=[CH:19][C:20]([CH2:24][N:2]4[CH2:6][CH2:5][CH:4]([OH:7])[CH2:3]4)=[CH:21][CH:22]=3)[C:17]([C:26]([O:28][CH3:29])=[O:27])=[N:16]2)[CH:12]=[CH:13][CH:14]=1. The yield is 0.710.